From a dataset of TCR-epitope binding with 47,182 pairs between 192 epitopes and 23,139 TCRs. Binary Classification. Given a T-cell receptor sequence (or CDR3 region) and an epitope sequence, predict whether binding occurs between them. (1) The epitope is PKYVKQNTLKLAT. The TCR CDR3 sequence is CASRDSGSSTDTQYF. Result: 1 (the TCR binds to the epitope). (2) The epitope is LPPAYTNSF. The TCR CDR3 sequence is CASSGDRVTNEQFF. Result: 0 (the TCR does not bind to the epitope). (3) The epitope is RPHERNGFTVL. The TCR CDR3 sequence is CASSHGGADTQYF. Result: 0 (the TCR does not bind to the epitope). (4) Result: 1 (the TCR binds to the epitope). The epitope is FLNGSCGSV. The TCR CDR3 sequence is CASSSRIGTGGDNEQFF. (5) The epitope is VLWAHGFEL. Result: 1 (the TCR binds to the epitope). The TCR CDR3 sequence is CASSFGSAEQYF.